Dataset: Forward reaction prediction with 1.9M reactions from USPTO patents (1976-2016). Task: Predict the product of the given reaction. (1) Given the reactants [OH:1][C@@H:2]([CH3:6])[C:3]([OH:5])=[O:4].CC(C)([O-])C.[K+].[CH3:13][O:14][C:15]1[CH:22]=[CH:21][C:18]([CH2:19]Cl)=[CH:17][CH:16]=1, predict the reaction product. The product is: [OH:1][C@@H:2]([CH3:6])[C:3]([O:5][CH2:19][C:18]1[CH:21]=[CH:22][C:15]([O:14][CH3:13])=[CH:16][CH:17]=1)=[O:4]. (2) Given the reactants [CH3:1][C@@:2]1([C:18]([F:21])([F:20])[F:19])[CH2:17][N:5]2[C:6](=[O:16])[CH:7]=[C:8]([N:10]3[CH2:15][CH2:14][O:13][CH2:12][CH2:11]3)[N:9]=[C:4]2[NH:3]1.Br[CH2:23][CH2:24][C:25]1[CH:30]=[CH:29][C:28]([Cl:31])=[CH:27][CH:26]=1.C(=O)([O-])[O-].[Cs+].[Cs+], predict the reaction product. The product is: [Cl:31][C:28]1[CH:29]=[CH:30][C:25]([CH2:24][CH2:23][N:3]2[C:4]3=[N:9][C:8]([N:10]4[CH2:11][CH2:12][O:13][CH2:14][CH2:15]4)=[CH:7][C:6](=[O:16])[N:5]3[CH2:17][C@@:2]2([CH3:1])[C:18]([F:21])([F:19])[F:20])=[CH:26][CH:27]=1. (3) Given the reactants [Br:1][C:2]1[CH:7]=[CH:6][C:5](SC)=[CH:4][C:3]=1[CH3:10].O[O:12][S:13]([O-:15])=O.[K+].S([O-])([O-])=O.[Na+].[Na+].[CH3:23]O.O, predict the reaction product. The product is: [Br:1][C:2]1[CH:7]=[CH:6][C:5]([S:13]([CH3:23])(=[O:15])=[O:12])=[CH:4][C:3]=1[CH3:10]. (4) Given the reactants [C:1]1([CH:11]=[CH:12][C:13]([O:15][CH2:16][CH3:17])=[O:14])[C:10]2[C:5](=[CH:6][CH:7]=[CH:8][CH:9]=2)[CH:4]=[CH:3][CH:2]=1.S([CH2:28][N+:29]#[C-:30])(C1C=CC(C)=CC=1)(=O)=O.CC(C)([O-])C.[K+].O, predict the reaction product. The product is: [CH2:16]([O:15][C:13]([C:12]1[C:11]([C:1]2[C:10]3[C:5](=[CH:6][CH:7]=[CH:8][CH:9]=3)[CH:4]=[CH:3][CH:2]=2)=[CH:30][NH:29][CH:28]=1)=[O:14])[CH3:17]. (5) Given the reactants [Cl:1][C:2]1[CH:7]=[C:6]([F:8])[CH:5]=[CH:4][C:3]=1[N:9]1[CH2:14][CH2:13][N:12]([C:15]([C:17]2[CH:22]=[CH:21][CH:20]=[C:19](Cl)[C:18]=2[Cl:24])=[O:16])[CH2:11][C:10]1=[O:25].ClC1C=C([F:36])C=CC=1C(Cl)=O, predict the reaction product. The product is: [Cl:1][C:2]1[CH:7]=[C:6]([F:8])[CH:5]=[CH:4][C:3]=1[N:9]1[CH2:14][CH2:13][N:12]([C:15]([C:17]2[CH:22]=[CH:21][C:20]([F:36])=[CH:19][C:18]=2[Cl:24])=[O:16])[CH2:11][C:10]1=[O:25]. (6) Given the reactants [NH2:1][C:2]1[CH:10]=[CH:9][C:8]([Cl:11])=[CH:7][C:3]=1[C:4]([NH2:6])=O.[Cl-:12].[N:13]1([C:19]([O:21][CH2:22][CH3:23])=[O:20])[CH2:18][CH2:17][NH:16][CH2:15][CH2:14]1, predict the reaction product. The product is: [Cl:11][C:8]1[CH:7]=[C:3]2[C:2](=[CH:10][CH:9]=1)[N:1]=[C:4]([C:3]1[CH:7]=[CH:8][CH:9]=[CH:10][C:2]=1[Cl:12])[N:6]=[C:4]2[N:16]1[CH2:17][CH2:18][N:13]([C:19]([O:21][CH2:22][CH3:23])=[O:20])[CH2:14][CH2:15]1.